Dataset: Full USPTO retrosynthesis dataset with 1.9M reactions from patents (1976-2016). Task: Predict the reactants needed to synthesize the given product. (1) Given the product [CH2:1]([O:22][C:21]([C@H:17]1[CH2:18][CH2:19][CH2:20][N:16]1[C:14](=[O:15])[CH2:13][CH2:12][CH2:11][CH2:10][C:9]([N:5]1[CH2:6][CH2:7][CH2:8][C@@H:4]1[C:1]([O:3][CH2:13][CH2:12][CH2:11][CH:10]=[CH2:9])=[O:2])=[O:24])=[O:23])[CH2:4][CH2:8][CH:7]=[CH2:6], predict the reactants needed to synthesize it. The reactants are: [C:1]([C@H:4]1[CH2:8][CH2:7][CH2:6][N:5]1[C:9](=[O:24])[CH2:10][CH2:11][CH2:12][CH2:13][C:14]([N:16]1[CH2:20][CH2:19][CH2:18][C@@H:17]1[C:21]([OH:23])=[O:22])=[O:15])([OH:3])=[O:2]. (2) Given the product [NH2:21][CH2:22][CH2:23][NH:24][C:25](=[O:39])[CH2:26][CH2:27][CH2:28][CH2:29][CH:30]1[CH:37]2[CH:33]([NH:34][C:35](=[O:38])[NH:36]2)[CH2:32][S:31]1, predict the reactants needed to synthesize it. The reactants are: C(N(CC)C(C)C)(C)C.CC1(C(ON2C(=O)CCC2=O)=O)CCCC(OC(=O)[NH:21][CH2:22][CH2:23][NH:24][C:25](=[O:39])[CH2:26][CH2:27][CH2:28][CH2:29][CH:30]2[CH:37]3[CH:33]([NH:34][C:35](=[O:38])[NH:36]3)[CH2:32][S:31]2)C=CC1.O=C1CCC(=O)N1OC(OC1CCCC(C)(C(ON2C(=O)CCC2=O)=O)CC=C1)=O.OC(CCCC[C@H]1[C@@H]2[C@@H](NC(N2)=O)CS1)=O.C(N)CN.ClCCl.